This data is from Reaction yield outcomes from USPTO patents with 853,638 reactions. The task is: Predict the reaction yield, written as a fraction of the theoretical maximum amount of product (1.0 means a 100% yield; for example, 0.34 means a 34% yield). The reactants are [C:1]([O:5][C:6]([NH:8][C@@H:9]([CH:13]([CH3:15])[CH3:14])[C:10]([OH:12])=[O:11])=[O:7])([CH3:4])([CH3:3])[CH3:2].[F:16][C:17]1[CH:22]=[C:21]([O:23][CH2:24][CH2:25]O)[CH:20]=[C:19]([F:27])[C:18]=1[N:28]1[CH2:33][CH2:32][N:31]([C:34]2[N:39]=[C:38]3[N:40]([CH3:43])[N:41]=[CH:42][C:37]3=[C:36]([OH:44])[N:35]=2)[CH2:30][CH2:29]1.CCN=C=NCCCN(C)C.Cl.CCN(C(C)C)C(C)C. The yield is 0.340. The product is [C:1]([O:5][C:6]([NH:8][C@@H:9]([CH:13]([CH3:15])[CH3:14])[C:10]([O:12][CH2:25][CH2:24][O:23][C:21]1[CH:22]=[C:17]([F:16])[C:18]([N:28]2[CH2:33][CH2:32][N:31]([C:34]3[N:39]=[C:38]4[N:40]([CH3:43])[N:41]=[CH:42][C:37]4=[C:36]([OH:44])[N:35]=3)[CH2:30][CH2:29]2)=[C:19]([F:27])[CH:20]=1)=[O:11])=[O:7])([CH3:4])([CH3:3])[CH3:2]. The catalyst is CN(C1C=CN=CC=1)C.CN(C=O)C.